From a dataset of Forward reaction prediction with 1.9M reactions from USPTO patents (1976-2016). Predict the product of the given reaction. (1) Given the reactants [CH3:1][CH2:2][O:3][C:4]([CH:6](P(OCC)(OCC)=O)[F:7])=[O:5].[C:16]([C:20]1[C:29]2[C:24](=[CH:25][C:26]([O:33][CH3:34])=[C:27]([C:30](=O)[CH3:31])[CH:28]=2)[O:23][C:22]([CH3:36])([CH3:35])[CH:21]=1)([CH3:19])([CH3:18])[CH3:17], predict the reaction product. The product is: [F:7]/[C:6](=[C:30](/[C:27]1[CH:28]=[C:29]2[C:24](=[CH:25][C:26]=1[O:33][CH3:34])[O:23][C:22]([CH3:36])([CH3:35])[CH:21]=[C:20]2[C:16]([CH3:17])([CH3:19])[CH3:18])\[CH3:31])/[C:4]([O:3][CH2:2][CH3:1])=[O:5]. (2) Given the reactants CC(C)([O-])C.[K+].[Cl:7][C:8]1[CH:9]=[C:10]([NH:14][C:15]2[N:20]=[C:19]([C:21]3[CH:26]=[CH:25][N:24]=[C:23]([NH:27][CH2:28][CH3:29])[CH:22]=3)[CH:18]=[CH:17][N:16]=2)[CH:11]=[CH:12][CH:13]=1.Cl[CH2:31][O:32][CH3:33], predict the reaction product. The product is: [Cl:7][C:8]1[CH:9]=[C:10]([NH:14][C:15]2[N:20]=[C:19]([C:21]3[CH:26]=[CH:25][N:24]=[C:23]([N:27]([CH2:28][CH3:29])[CH2:31][O:32][CH3:33])[CH:22]=3)[CH:18]=[CH:17][N:16]=2)[CH:11]=[CH:12][CH:13]=1. (3) The product is: [F:6][O:5][P:3]([CH2:7][C:8]1[CH:13]=[CH:12][C:11]([CH2:14][N:15]([CH2:27][C:28]2[CH:33]=[CH:32][C:31]([C:34]3[CH:35]=[C:36]([CH2:40][C:41]([OH:43])=[O:42])[CH:37]=[CH:38][CH:39]=3)=[CH:30][CH:29]=2)[S:16]([C:19]2[CH:24]=[CH:23][CH:22]=[CH:21][C:20]=2[O:25][CH3:26])(=[O:18])=[O:17])=[CH:10][C:9]=1[Cl:45])([O:2][F:1])=[O:4]. Given the reactants [F:1][O:2][P:3]([CH2:7][C:8]1[CH:13]=[CH:12][C:11]([CH2:14][N:15]([CH2:27][C:28]2[CH:33]=[CH:32][C:31]([C:34]3[CH:35]=[C:36]([CH2:40][C:41]([O:43]C)=[O:42])[CH:37]=[CH:38][CH:39]=3)=[CH:30][CH:29]=2)[S:16]([C:19]2[CH:24]=[CH:23][CH:22]=[CH:21][C:20]=2[O:25][CH3:26])(=[O:18])=[O:17])=[CH:10][C:9]=1[Cl:45])([O:5][F:6])=[O:4], predict the reaction product. (4) Given the reactants [CH3:1][O:2][C:3](=[O:10])[CH:4](Br)[CH2:5][CH2:6][CH2:7][CH3:8].[F:11][C:12]1[CH:17]=[CH:16][C:15]([OH:18])=[CH:14][C:13]=1[CH3:19].C([O-])([O-])=O.[K+].[K+], predict the reaction product. The product is: [CH3:1][O:2][C:3](=[O:10])[CH:4]([O:18][C:15]1[CH:16]=[CH:17][C:12]([F:11])=[C:13]([CH3:19])[CH:14]=1)[CH2:5][CH2:6][CH2:7][CH3:8]. (5) Given the reactants [F:1][C:2]([F:25])([F:24])[C:3]1[CH:4]=[C:5]([C:13]2[N:17]=[CH:16][N:15](/[CH:18]=[CH:19]\[C:20]([NH:22][NH2:23])=[O:21])[N:14]=2)[CH:6]=[C:7]([C:9]([F:12])([F:11])[F:10])[CH:8]=1.[C:26]([O:30][C:31]([NH:33][C@@H:34]([CH:38]([CH3:40])[CH3:39])[C:35](O)=[O:36])=[O:32])([CH3:29])([CH3:28])[CH3:27].C(P1(=O)OP(CCC)(=O)OP(CCC)(=O)O1)CC.CCN(C(C)C)C(C)C, predict the reaction product. The product is: [C:26]([O:30][C:31](=[O:32])[NH:33][C@@H:34]([CH:38]([CH3:39])[CH3:40])[C:35]([NH:23][NH:22][C:20](=[O:21])/[CH:19]=[CH:18]\[N:15]1[CH:16]=[N:17][C:13]([C:5]2[CH:6]=[C:7]([C:9]([F:10])([F:11])[F:12])[CH:8]=[C:3]([C:2]([F:24])([F:1])[F:25])[CH:4]=2)=[N:14]1)=[O:36])([CH3:29])([CH3:28])[CH3:27]. (6) The product is: [C:17]([N:11]1[CH2:12][CH2:13][N:8]([C:6]([O:5][C:1]([CH3:4])([CH3:2])[CH3:3])=[O:7])[CH2:9][CH2:10]1)(=[O:18])[CH2:16][C:15]([CH3:14])=[O:19]. Given the reactants [C:1]([O:5][C:6]([N:8]1[CH2:13][CH2:12][NH:11][CH2:10][CH2:9]1)=[O:7])([CH3:4])([CH3:3])[CH3:2].[CH2:14]=[C:15]1[O:19][C:17](=[O:18])[CH2:16]1, predict the reaction product.